From a dataset of hERG potassium channel inhibition data for cardiac toxicity prediction from Karim et al.. Regression/Classification. Given a drug SMILES string, predict its toxicity properties. Task type varies by dataset: regression for continuous values (e.g., LD50, hERG inhibition percentage) or binary classification for toxic/non-toxic outcomes (e.g., AMES mutagenicity, cardiotoxicity, hepatotoxicity). Dataset: herg_karim. (1) The molecule is COCCC(NC(=O)C1(N)CCCN(c2ncnc3[nH]ccc23)C1)c1ccc(Cl)cc1. The result is 1 (blocker). (2) The molecule is CN1CCN=C1c1ccc(C(=O)N2CCN(S(=O)(=O)c3cc4ccc(Cl)cc4s3)CC2CC(=O)N2CCCC(C(=O)O)C2)cc1. The result is 0 (non-blocker). (3) The result is 1 (blocker). The drug is COc1cc(CC(=O)N2CCOCC2)ccc1Nc1ncc(Cl)c(-c2cnc3ccccn23)n1. (4) The compound is N#Cc1ccc(S(=O)(=O)NCCCN2CC3CN(CCc4cccc(F)c4)CC(C2)O3)cc1. The result is 0 (non-blocker). (5) The drug is O=c1[nH]nc2c3cc(-c4ccccc4)c(-c4ccc(CN5CCC(c6nnc(-c7ccccn7)[nH]6)CC5)cc4)nc3ccn12. The result is 1 (blocker).